Dataset: M1 muscarinic receptor antagonist screen with 61,756 compounds. Task: Binary Classification. Given a drug SMILES string, predict its activity (active/inactive) in a high-throughput screening assay against a specified biological target. (1) The compound is OC(C(CC(=O)NCCCOC(C)C)C(=O)NCCCOC(C)C)c1cc(OC)c(OC)cc1. The result is 0 (inactive). (2) The drug is s1nc(c(N)c1C(=O)N(C1CCCCC1)CC(=O)NCc1cc2OCOc2cc1)C(=O)N. The result is 0 (inactive).